The task is: Predict the reaction yield, written as a fraction of the theoretical maximum amount of product (1.0 means a 100% yield; for example, 0.34 means a 34% yield).. This data is from Reaction yield outcomes from USPTO patents with 853,638 reactions. (1) The reactants are [CH3:1][N:2]1[CH:7]=[C:6]([C:8]2[CH:9]=[C:10]([NH:21][S:22]([CH3:25])(=[O:24])=[O:23])[CH:11]=[CH:12][C:13]=2[O:14][C:15]2[CH:20]=[CH:19][CH:18]=[CH:17][CH:16]=2)[C:5]2[CH:26]=[CH:27][N:28](S(C3C=CC(C)=CC=3)(=O)=O)[C:4]=2[C:3]1=[O:39].[C:40](=O)([O-])[O-].[K+].[K+]. The catalyst is CO.O. The product is [CH3:40][N:21]([C:10]1[CH:11]=[CH:12][C:13]([O:14][C:15]2[CH:20]=[CH:19][CH:18]=[CH:17][CH:16]=2)=[C:8]([C:6]2[C:5]3[CH:26]=[CH:27][NH:28][C:4]=3[C:3](=[O:39])[N:2]([CH3:1])[CH:7]=2)[CH:9]=1)[S:22]([CH3:25])(=[O:23])=[O:24]. The yield is 0.140. (2) The reactants are [Cl-].[CH3:2][O:3][CH2:4][P+](C1C=CC=CC=1)(C1C=CC=CC=1)C1C=CC=CC=1.CC(C)([O-])C.[K+].[Cl:30][C:31]1[CH:38]=[CH:37][CH:36]=[CH:35][C:32]=1[CH:33]=O. The catalyst is O1CCCC1. The product is [Cl:30][C:31]1[CH:38]=[CH:37][CH:36]=[CH:35][C:32]=1[CH:33]=[CH:2][O:3][CH3:4]. The yield is 1.00. (3) The reactants are [NH2:1][CH2:2][CH2:3][O:4][CH2:5][CH2:6][O:7][CH2:8][CH2:9][O:10][CH2:11][CH2:12][NH:13][S:14]([C:17]1[CH:22]=[CH:21][C:20]([CH:23]2[C:32]3[C:27](=[C:28]([Cl:34])[CH:29]=[C:30]([Cl:33])[CH:31]=3)[CH2:26][N:25]([CH3:35])[CH2:24]2)=[CH:19][CH:18]=1)(=[O:16])=[O:15].[O:54]=[C:49]1[CH2:50][CH2:51][C:52](=[O:53])[N:48]1[CH:44]([C:45]([O-:47])=O)[CH:44]([N:48]1[C:52](=[O:53])[CH2:51][CH2:50][C:49]1=[O:54])[C:45]([O-:47])=O.[CH2:58]([N:60]([CH2:63][CH3:64])[CH2:61][CH3:62])C. The catalyst is CN(C=O)C. The product is [Cl:33][C:30]1[CH:31]=[C:32]2[C:27](=[C:28]([Cl:34])[CH:29]=1)[CH2:26][N:25]([CH3:35])[CH2:24][CH:23]2[C:20]1[CH:19]=[CH:18][C:17]([S:14]([NH:13][CH2:12][CH2:11][O:10][CH2:9][CH2:8][O:7][CH2:6][CH2:5][O:4][CH2:3][CH2:2][NH:1][C:49](=[O:54])[CH2:50][CH2:51][C:52]([NH:48][CH2:44][CH2:45][O:47][CH2:5][CH2:6][O:7][CH2:8][CH2:9][O:10][CH2:11][CH2:12][NH:13][S:14]([C:17]2[CH:22]=[CH:21][C:20]([CH:62]3[C:32]4[C:64](=[C:28]([Cl:34])[CH:29]=[C:30]([Cl:33])[CH:31]=4)[CH2:63][N:60]([CH3:58])[CH2:61]3)=[CH:19][CH:18]=2)(=[O:16])=[O:15])=[O:53])(=[O:16])=[O:15])=[CH:22][CH:21]=1. The yield is 0.450. (4) The yield is 0.900. The product is [C:6]([C:5]1[CH:14]=[CH:15][C:2]([N:29]2[CH2:30][CH2:31][CH2:32][CH:27]([NH:26][C:19](=[O:20])[O:21][C:22]([CH3:24])([CH3:23])[CH3:25])[CH2:28]2)=[C:3]([N+:16]([O-:18])=[O:17])[CH:4]=1)(=[O:7])[C:8]1[CH:13]=[CH:12][CH:11]=[CH:10][CH:9]=1. The reactants are Cl[C:2]1[CH:15]=[CH:14][C:5]([C:6]([C:8]2[CH:13]=[CH:12][CH:11]=[CH:10][CH:9]=2)=[O:7])=[CH:4][C:3]=1[N+:16]([O-:18])=[O:17].[C:19]([NH:26][CH:27]1[CH2:32][CH2:31][CH2:30][NH:29][CH2:28]1)([O:21][C:22]([CH3:25])([CH3:24])[CH3:23])=[O:20]. The catalyst is CN1C(=O)CCC1. (5) The reactants are CC(C)CON=O.[Br:8][Si](C)(C)C.[CH2:13]([O:15][C:16]([C:18]1[S:22][C:21](N)=[N:20][C:19]=1[CH3:24])=[O:17])[CH3:14].CC#N.CCOC(C)=O. The catalyst is CC#N. The product is [CH2:13]([O:15][C:16]([C:18]1[S:22][C:21]([Br:8])=[N:20][C:19]=1[CH3:24])=[O:17])[CH3:14]. The yield is 0.870. (6) The reactants are [F:1][C:2]1[C:3]([CH3:12])=[C:4]([C:8]([F:11])=[CH:9][CH:10]=1)[C:5]([OH:7])=O.[CH3:13][O:14][C:15]1[CH:16]=[C:17]([CH3:25])[CH:18]=[C:19]([O:23][CH3:24])[C:20]=1[O:21][CH3:22].O=P12OP3(OP(OP(O3)(O1)=O)(=O)O2)=O.COC(OC)(OC)C1C=CC=CC=1. The catalyst is O.ClCCl. The product is [F:11][C:8]1[CH:9]=[CH:10][C:2]([F:1])=[C:3]([CH3:12])[C:4]=1[C:5]([C:18]1[C:19]([O:23][CH3:24])=[C:20]([O:21][CH3:22])[C:15]([O:14][CH3:13])=[CH:16][C:17]=1[CH3:25])=[O:7]. The yield is 0.670. (7) The reactants are [F:1][C:2]1[CH:3]=[C:4]([C:12]2[CH:21]=[CH:20][C:19]3[C:14](=[CH:15][CH:16]=[C:17]([O:22]C)[CH:18]=3)[C:13]=2[O:24][C:25]2[CH:39]=[CH:38][C:28]([O:29][CH2:30][CH2:31][N:32]3[CH2:37][CH2:36][CH2:35][CH2:34][CH2:33]3)=[CH:27][CH:26]=2)[CH:5]=[CH:6][C:7]=1[S:8]([CH3:11])(=[O:10])=[O:9].[ClH:40].B(Br)(Br)Br. The catalyst is C(OCC)(=O)C.C(OCC)C.CO.ClCCl.O. The product is [ClH:40].[F:1][C:2]1[CH:3]=[C:4]([C:12]2[C:13]([O:24][C:25]3[CH:39]=[CH:38][C:28]([O:29][CH2:30][CH2:31][N:32]4[CH2:33][CH2:34][CH2:35][CH2:36][CH2:37]4)=[CH:27][CH:26]=3)=[C:14]3[C:19](=[CH:20][CH:21]=2)[CH:18]=[C:17]([OH:22])[CH:16]=[CH:15]3)[CH:5]=[CH:6][C:7]=1[S:8]([CH3:11])(=[O:10])=[O:9]. The yield is 0.260. (8) The reactants are [CH:1]1([N:6]2[C:10]3[CH:11]=[C:12]([NH2:15])[CH:13]=[CH:14][C:9]=3[N:8]=[CH:7]2)[CH2:5][CH2:4][CH2:3][CH2:2]1.[Br:16]Br.N.CO.C(Cl)Cl. The catalyst is CC(O)=O. The product is [CH:1]1([N:6]2[C:10]3[C:11]([Br:16])=[C:12]([NH2:15])[CH:13]=[CH:14][C:9]=3[N:8]=[CH:7]2)[CH2:5][CH2:4][CH2:3][CH2:2]1. The yield is 0.500. (9) The reactants are [CH2:1]([O:3][C:4]1[CH:17]=[CH:16][C:7](/[CH:8]=[C:9]2/[C:10](=[O:15])[NH:11][C:12](=[O:14])[S:13]/2)=[CH:6][CH:5]=1)[CH3:2].Br[CH2:19][CH:20]([NH:22][C:23](=[O:29])[O:24][C:25]([CH3:28])([CH3:27])[CH3:26])[CH3:21].C(OC1C=CC(/C=C2/C(=O)N(CCCNC(=O)OC(C)(C)C)C(=O)S/2)=CC=1)C. No catalyst specified. The product is [CH2:1]([O:3][C:4]1[CH:17]=[CH:16][C:7](/[CH:8]=[C:9]2/[C:10](=[O:15])[N:11]([CH2:21][CH:20]([NH:22][C:23](=[O:29])[O:24][C:25]([CH3:26])([CH3:28])[CH3:27])[CH3:19])[C:12](=[O:14])[S:13]/2)=[CH:6][CH:5]=1)[CH3:2]. The yield is 0.225. (10) The reactants are CN(C(ON1N=NC2C=CC=NC1=2)=[N+](C)C)C.F[P-](F)(F)(F)(F)F.Cl.[NH2:26][C:27]1[C:28]([C:37]([NH:39][C@@H:40]([CH:45]2[CH2:50][CH2:49][CH2:48][CH2:47][CH2:46]2)[C:41]([O:43][CH3:44])=[O:42])=[O:38])=[CH:29][C:30]2[C:35]([CH:36]=1)=[CH:34][CH:33]=[CH:32][CH:31]=2.[CH3:51][C:52]1[CH:57]=[C:56]([CH3:58])[CH:55]=[C:54]([CH3:59])[C:53]=1[CH2:60][C:61](O)=[O:62].C(N(C(C)C)CC)(C)C. The catalyst is CN(C=O)C.CCCCCC.C(OCC)(=O)C. The product is [CH:45]1([C@H:40]([NH:39][C:37]([C:28]2[C:27]([NH:26][C:61](=[O:62])[CH2:60][C:53]3[C:52]([CH3:51])=[CH:57][C:56]([CH3:58])=[CH:55][C:54]=3[CH3:59])=[CH:36][C:35]3[C:30](=[CH:31][CH:32]=[CH:33][CH:34]=3)[CH:29]=2)=[O:38])[C:41]([O:43][CH3:44])=[O:42])[CH2:50][CH2:49][CH2:48][CH2:47][CH2:46]1. The yield is 0.450.